From a dataset of Reaction yield outcomes from USPTO patents with 853,638 reactions. Predict the reaction yield, written as a fraction of the theoretical maximum amount of product (1.0 means a 100% yield; for example, 0.34 means a 34% yield). The reactants are [SH2:1].[C:2]([O:6][C:7]([NH:9][CH2:10][C:11]1[C:12]([CH2:31][CH:32]([CH3:34])[CH3:33])=[N:13][C:14]([CH3:30])=[C:15]([C:22]=1[C:23]1[CH:28]=[CH:27][C:26]([CH3:29])=[CH:25][CH:24]=1)[C:16]([O:18][CH2:19][C:20]#[N:21])=[O:17])=[O:8])([CH3:5])([CH3:4])[CH3:3].C(N(CC)CC)C. The catalyst is CN(C)C=O. The product is [C:2]([O:6][C:7]([NH:9][CH2:10][C:11]1[C:12]([CH2:31][CH:32]([CH3:34])[CH3:33])=[N:13][C:14]([CH3:30])=[C:15]([C:22]=1[C:23]1[CH:24]=[CH:25][C:26]([CH3:29])=[CH:27][CH:28]=1)[C:16]([O:18][CH2:19][C:20]([NH2:21])=[S:1])=[O:17])=[O:8])([CH3:5])([CH3:4])[CH3:3]. The yield is 0.940.